This data is from Catalyst prediction with 721,799 reactions and 888 catalyst types from USPTO. The task is: Predict which catalyst facilitates the given reaction. (1) Reactant: C(=O)([O-])[O-].[K+].[K+].[CH2:7]([N:14]1[CH2:19][CH2:18][N:17]([CH2:20][CH2:21][C:22]([NH:24][C:25]2[CH:41]=[CH:40][C:28]3[CH2:29][CH2:30][N:31](C(=O)C(F)(F)F)[CH2:32][CH2:33][C:27]=3[CH:26]=2)=[O:23])[CH2:16][CH2:15]1)[C:8]1[CH:13]=[CH:12][CH:11]=[CH:10][CH:9]=1. Product: [CH2:7]([N:14]1[CH2:19][CH2:18][N:17]([CH2:20][CH2:21][C:22]([NH:24][C:25]2[CH:41]=[CH:40][C:28]3[CH2:29][CH2:30][NH:31][CH2:32][CH2:33][C:27]=3[CH:26]=2)=[O:23])[CH2:16][CH2:15]1)[C:8]1[CH:13]=[CH:12][CH:11]=[CH:10][CH:9]=1. The catalyst class is: 5. (2) Reactant: Cl.CN(C)CCCN=C=NCC.[F:13][C:14]1[C:19]([C:20]2[C:21](=[O:33])[N:22]([C:27]([CH3:32])([CH3:31])[C:28]([OH:30])=O)[CH2:23][O:24][C:25]=2[CH3:26])=[CH:18][CH:17]=[CH:16][N:15]=1.[F:34][C:35]([F:44])([F:43])[C:36]1[CH:41]=[CH:40][N:39]=[C:38]([NH2:42])[CH:37]=1.N1C2C(=NC=CC=2)N(O)N=1. Product: [F:13][C:14]1[C:19]([C:20]2[C:21](=[O:33])[N:22]([C:27]([CH3:32])([CH3:31])[C:28]([NH:42][C:38]3[CH:37]=[C:36]([C:35]([F:43])([F:34])[F:44])[CH:41]=[CH:40][N:39]=3)=[O:30])[CH2:23][O:24][C:25]=2[CH3:26])=[CH:18][CH:17]=[CH:16][N:15]=1. The catalyst class is: 145. (3) Product: [N+:15]([C:10]1[CH:11]=[C:12]([S:2]([NH2:20])(=[O:5])=[O:3])[CH:13]=[CH:14][C:9]=1[O:8][C:7]([F:18])([F:19])[F:6])([O-:17])=[O:16]. The catalyst class is: 41. Reactant: Cl[S:2]([OH:5])(=O)=[O:3].[F:6][C:7]([F:19])([F:18])[O:8][C:9]1[CH:14]=[CH:13][CH:12]=[CH:11][C:10]=1[N+:15]([O-:17])=[O:16].[NH4+:20].[OH-].Cl. (4) Reactant: [F:1][C:2]([F:15])([F:14])[S:3]([O:6]S(C(F)(F)F)(=O)=O)(=[O:5])=[O:4].O[C:17]1[CH:18]=[CH:19][C:20]([C:23]2[N:27]([C:28]3[CH:29]=[N:30][C:31]([CH3:34])=[CH:32][CH:33]=3)[N:26]=[C:25]([C:35]([O:37][CH2:38][CH3:39])=[O:36])[CH:24]=2)=[N:21][CH:22]=1.O.C(Cl)(Cl)Cl. Product: [CH3:34][C:31]1[N:30]=[CH:29][C:28]([N:27]2[C:23]([C:20]3[CH:19]=[CH:18][C:17]([O:6][S:3]([C:2]([F:15])([F:14])[F:1])(=[O:5])=[O:4])=[CH:22][N:21]=3)=[CH:24][C:25]([C:35]([O:37][CH2:38][CH3:39])=[O:36])=[N:26]2)=[CH:33][CH:32]=1. The catalyst class is: 272.